Dataset: Forward reaction prediction with 1.9M reactions from USPTO patents (1976-2016). Task: Predict the product of the given reaction. (1) Given the reactants [C:1]([C:5]1[N:10]=[C:9]([O:11][CH2:12][CH3:13])[C:8]([C:14]2[N:15]([C:35](Cl)=[O:36])[C:16]([C:28]3[CH:33]=[CH:32][C:31]([Cl:34])=[CH:30][CH:29]=3)([CH3:27])[C:17]([C:20]3[CH:25]=[CH:24][C:23]([Cl:26])=[CH:22][CH:21]=3)([CH3:19])[N:18]=2)=[CH:7][N:6]=1)([CH3:4])([CH3:3])[CH3:2].[NH:38]1[CH2:43][CH2:42][CH2:41][CH:40]([C:44]([NH2:46])=[O:45])[CH2:39]1, predict the reaction product. The product is: [C:1]([C:5]1[N:10]=[C:9]([O:11][CH2:12][CH3:13])[C:8]([C:14]2[N:15]([C:35]([N:38]3[CH2:43][CH2:42][CH2:41][CH:40]([C:44]([NH2:46])=[O:45])[CH2:39]3)=[O:36])[C:16]([C:28]3[CH:33]=[CH:32][C:31]([Cl:34])=[CH:30][CH:29]=3)([CH3:27])[C:17]([C:20]3[CH:25]=[CH:24][C:23]([Cl:26])=[CH:22][CH:21]=3)([CH3:19])[N:18]=2)=[CH:7][N:6]=1)([CH3:2])([CH3:3])[CH3:4]. (2) Given the reactants [F:1][C:2]1[CH:7]=[CH:6][CH:5]=[CH:4][C:3]=1[C:8]1[CH:13]=[CH:12][CH:11]=[CH:10][N:9]=1.[B:14](OC)([O:17]C)[O:15]C, predict the reaction product. The product is: [F:1][C:2]1[C:3]([C:8]2[CH:13]=[CH:12][CH:11]=[CH:10][N:9]=2)=[CH:4][CH:5]=[CH:6][C:7]=1[B:14]([OH:17])[OH:15]. (3) Given the reactants Br[C:2]1[CH:3]=[N:4][CH:5]=[CH:6][CH:7]=1.C([Li])CCC.[CH:13]([CH:15]1[CH2:20][CH2:19][N:18]([C:21]([O:23][C:24]([CH3:27])([CH3:26])[CH3:25])=[O:22])[CH2:17][CH2:16]1)=[O:14], predict the reaction product. The product is: [OH:14][CH:13]([C:2]1[CH:3]=[N:4][CH:5]=[CH:6][CH:7]=1)[CH:15]1[CH2:20][CH2:19][N:18]([C:21]([O:23][C:24]([CH3:27])([CH3:26])[CH3:25])=[O:22])[CH2:17][CH2:16]1. (4) Given the reactants [F:1][C:2]1[CH:3]=[C:4]([CH:19]=[CH:20][CH:21]=1)[CH2:5][O:6][C:7]1[CH:12]=[CH:11][C:10]([C:13]#[C:14][Si](C)(C)C)=[CH:9][CH:8]=1.C(=O)([O-])[O-].[K+].[K+], predict the reaction product. The product is: [F:1][C:2]1[CH:3]=[C:4]([CH:19]=[CH:20][CH:21]=1)[CH2:5][O:6][C:7]1[CH:12]=[CH:11][C:10]([C:13]#[CH:14])=[CH:9][CH:8]=1. (5) Given the reactants [CH2:1]([O:5][C:6](=[O:10])[CH:7]([CH3:9])[OH:8])[CH2:2][CH2:3][CH3:4].[C:11]([CH2:13][C:14](O)=[O:15])#[N:12].CN(C=O)C.C1(N=C=NC2CCCCC2)CCCCC1, predict the reaction product. The product is: [CH2:1]([O:5][C:6]([CH:7]([O:8][C:14](=[O:15])[CH2:13][C:11]#[N:12])[CH3:9])=[O:10])[CH2:2][CH2:3][CH3:4]. (6) Given the reactants [Cl:1][C:2]1[CH:3]=[C:4]2[NH:24][C:23]([O:25][C@@H:26]3[CH2:30][O:29][C@@H:28]4[C@H:31]([OH:34])[CH2:32][O:33][C@H:27]34)=[N:22][C:5]2=[N:6][C:7]=1[C:8]1[CH:13]=[CH:12][C:11]([C:14]2[CH2:15][CH2:16][S:17](=[O:21])(=[O:20])[CH2:18][CH:19]=2)=[CH:10][CH:9]=1.[H][H], predict the reaction product. The product is: [Cl:1][C:2]1[CH:3]=[C:4]2[NH:24][C:23]([O:25][C@@H:26]3[CH2:30][O:29][C@@H:28]4[C@H:31]([OH:34])[CH2:32][O:33][C@H:27]34)=[N:22][C:5]2=[N:6][C:7]=1[C:8]1[CH:9]=[CH:10][C:11]([CH:14]2[CH2:19][CH2:18][S:17](=[O:21])(=[O:20])[CH2:16][CH2:15]2)=[CH:12][CH:13]=1. (7) Given the reactants [NH2:1][C:2]1[S:3][CH:4]=[C:5]([CH3:12])[C:6]=1[C:7]([O:9]CC)=O.ClC(Cl)(O[C:17](=[O:23])OC(Cl)(Cl)Cl)Cl.C(N(CC)CC)C.[C:32]1([CH2:38][CH2:39][NH2:40])[CH:37]=[CH:36][CH:35]=[CH:34][CH:33]=1, predict the reaction product. The product is: [CH3:12][C:5]1[C:6]2[C:7](=[O:9])[N:40]([CH2:39][CH2:38][C:32]3[CH:37]=[CH:36][CH:35]=[CH:34][CH:33]=3)[C:17](=[O:23])[NH:1][C:2]=2[S:3][CH:4]=1. (8) The product is: [Cl:25][C:26]1[CH:27]=[C:28]([CH:38]=[CH:39][C:40]=1[Cl:41])[CH2:29][N:30]1[CH2:35][CH2:34][O:33][C@@H:32]([CH2:36][NH:37][C:13](=[O:15])[CH2:12][N:10]2[N:9]=[N:8][C:7]([C:1]3[CH:2]=[CH:3][CH:4]=[CH:5][CH:6]=3)=[N:11]2)[CH2:31]1. Given the reactants [C:1]1([C:7]2[N:8]=[N:9][N:10]([CH2:12][C:13]([OH:15])=O)[N:11]=2)[CH:6]=[CH:5][CH:4]=[CH:3][CH:2]=1.C(N(CC)C(C)C)(C)C.[Cl:25][C:26]1[CH:27]=[C:28]([CH:38]=[CH:39][C:40]=1[Cl:41])[CH2:29][N:30]1[CH2:35][CH2:34][O:33][C@@H:32]([CH2:36][NH2:37])[CH2:31]1, predict the reaction product. (9) Given the reactants [CH3:1][O:2][C:3](=[O:15])[C@H:4]([CH2:13][OH:14])[NH:5][C:6]([O:8][C:9]([CH3:12])([CH3:11])[CH3:10])=[O:7].CO[C:18](OC)([CH3:20])[CH3:19].C(=O)([O-])O.[Na+], predict the reaction product. The product is: [CH3:19][C:18]1([CH3:20])[N:5]([C:6]([O:8][C:9]([CH3:12])([CH3:10])[CH3:11])=[O:7])[CH:4]([C:3]([O:2][CH3:1])=[O:15])[CH2:13][O:14]1. (10) The product is: [CH2:1]([C@H:5]1[CH2:10][CH2:9][C@H:8]([C@H:11]2[CH2:16][CH2:15][C@H:14]([CH2:17][Si:22]([O:25][CH3:26])([O:23][CH3:24])[O:21][CH3:20])[CH2:13][CH2:12]2)[CH2:7][CH2:6]1)[CH2:2][CH2:3][CH3:4]. Given the reactants [CH2:1]([C@H:5]1[CH2:10][CH2:9][C@H:8]([C@H:11]2[CH2:16][CH2:15][C@H:14]([CH2:17]Cl)[CH2:13][CH2:12]2)[CH2:7][CH2:6]1)[CH2:2][CH2:3][CH3:4].[Mg].[CH3:20][O:21][Si:22](OC)([O:25][CH3:26])[O:23][CH3:24], predict the reaction product.